Task: Predict the reactants needed to synthesize the given product.. Dataset: Full USPTO retrosynthesis dataset with 1.9M reactions from patents (1976-2016) (1) Given the product [F:19][C:17]([F:20])([F:18])[C:10]1[CH:11]=[CH:12][CH:13]=[C:14]2[C:9]=1[N:8]=[CH:7][C:6]([C:4]([O:3][CH2:1][CH3:2])=[O:5])=[C:15]2[O:16][S:26]([C:25]([F:38])([F:37])[F:24])(=[O:28])=[O:27], predict the reactants needed to synthesize it. The reactants are: [CH2:1]([O:3][C:4]([C:6]1[CH:7]=[N:8][C:9]2[C:14]([C:15]=1[OH:16])=[CH:13][CH:12]=[CH:11][C:10]=2[C:17]([F:20])([F:19])[F:18])=[O:5])[CH3:2].C(Cl)Cl.[F:24][C:25]([F:38])([F:37])[S:26](O[S:26]([C:25]([F:38])([F:37])[F:24])(=[O:28])=[O:27])(=[O:28])=[O:27]. (2) Given the product [CH:1]1([CH:7]2[CH2:11][CH2:10][CH2:9][C:8]2=[O:12])[CH2:2][CH2:3][CH2:4][CH2:5][CH2:6]1, predict the reactants needed to synthesize it. The reactants are: [CH:1]1([C@@H:7]2[CH2:11][CH2:10][CH2:9][C@H:8]2[OH:12])[CH2:6][CH2:5][CH2:4][CH2:3][CH2:2]1. (3) Given the product [NH2:1][C:2]1[CH:3]=[C:4]([C:9]2[C:20](=[O:21])[N:19]([CH3:22])[C:12]3[N:13]=[CH:14][N:15]=[CH:16][C:11]=3[CH:10]=2)[CH:5]=[CH:6][C:7]=1[F:8], predict the reactants needed to synthesize it. The reactants are: [NH2:1][C:2]1[CH:3]=[C:4]([C:9]2[C:20](=[O:21])[N:19]([CH3:22])[C:12]3[N:13]=[C:14](SC)[N:15]=[CH:16][C:11]=3[CH:10]=2)[CH:5]=[CH:6][C:7]=1[F:8]. (4) The reactants are: [CH2:1]([C:3]1[N:7]([C:8]2[N:16]=[C:15]3[C:11]([N:12]=[C:13]([CH:18]=O)[N:14]3[CH3:17])=[C:10]([N:20]3[CH2:25][CH2:24][O:23][CH2:22][CH2:21]3)[N:9]=2)[C:6]2[CH:26]=[CH:27][CH:28]=[CH:29][C:5]=2[N:4]=1)[CH3:2].[NH:30]1[CH2:33][CH:32]([C:34]([N:36]2[CH2:40][CH2:39][CH2:38][CH2:37]2)=[O:35])[CH2:31]1.C(O[BH-](OC(=O)C)OC(=O)C)(=O)C.[Na+]. Given the product [CH2:1]([C:3]1[N:7]([C:8]2[N:16]=[C:15]3[C:11]([N:12]=[C:13]([CH2:18][N:30]4[CH2:31][CH:32]([C:34]([N:36]5[CH2:37][CH2:38][CH2:39][CH2:40]5)=[O:35])[CH2:33]4)[N:14]3[CH3:17])=[C:10]([N:20]3[CH2:25][CH2:24][O:23][CH2:22][CH2:21]3)[N:9]=2)[C:6]2[CH:26]=[CH:27][CH:28]=[CH:29][C:5]=2[N:4]=1)[CH3:2], predict the reactants needed to synthesize it. (5) Given the product [Cl:22][C:23]1[CH:24]=[C:25]([CH2:31][NH:1][CH:2]2[CH2:3][CH2:4][N:5]([CH2:8][CH2:9][N:10]3[C:19]4[C:14](=[N:15][CH:16]=[C:17]([F:20])[CH:18]=4)[CH:13]=[CH:12][C:11]3=[O:21])[CH2:6][CH2:7]2)[CH:26]=[N:27][C:28]=1[CH2:29][OH:30], predict the reactants needed to synthesize it. The reactants are: [NH2:1][CH:2]1[CH2:7][CH2:6][N:5]([CH2:8][CH2:9][N:10]2[C:19]3[C:14](=[N:15][CH:16]=[C:17]([F:20])[CH:18]=3)[CH:13]=[CH:12][C:11]2=[O:21])[CH2:4][CH2:3]1.[Cl:22][C:23]1[CH:24]=[C:25]([CH:31]=O)[CH:26]=[N:27][C:28]=1[CH2:29][OH:30].C(O[BH-](OC(=O)C)OC(=O)C)(=O)C.[Na+]. (6) The reactants are: [Li+].[OH-].[O:3]1[CH2:8][CH2:7][O:6][C:5]2[CH:9]=[C:10]([C:13]([NH:15][C@@H:16]3[CH2:21][CH2:20][N:19]([C:22]([O:24][C:25]([CH3:28])([CH3:27])[CH3:26])=[O:23])[C@@H:18]([C:29]([O:31]C)=[O:30])[CH2:17]3)=[O:14])[CH:11]=[CH:12][C:4]1=2.Cl. Given the product [C:25]([O:24][C:22]([N:19]1[CH2:20][CH2:21][C@@H:16]([NH:15][C:13]([C:10]2[CH:11]=[CH:12][C:4]3[O:3][CH2:8][CH2:7][O:6][C:5]=3[CH:9]=2)=[O:14])[CH2:17][C@@H:18]1[C:29]([OH:31])=[O:30])=[O:23])([CH3:28])([CH3:26])[CH3:27], predict the reactants needed to synthesize it. (7) Given the product [C:12]([Si:16]([C:52]1[CH:53]=[CH:54][CH:55]=[CH:56][CH:57]=1)([C:58]1[CH:59]=[CH:60][CH:61]=[CH:62][CH:63]=1)[O:17][C:18]1([CH2:7][Si:8]([CH3:11])([CH3:10])[CH3:9])[CH2:19][CH2:20][CH:21]=[C:22]1[CH2:23][O:24][C:25]([C:26]1[CH:27]=[CH:28][CH:29]=[CH:30][CH:31]=1)([C:38]1[CH:39]=[CH:40][CH:41]=[CH:42][CH:43]=1)[C:32]1[CH:37]=[CH:36][CH:35]=[CH:34][CH:33]=1)([CH3:15])([CH3:13])[CH3:14], predict the reactants needed to synthesize it. The reactants are: [Mg].BrCCBr.Cl[CH2:7][Si:8]([CH3:11])([CH3:10])[CH3:9].[C:12]([Si:16]([C:58]1[CH:63]=[CH:62][CH:61]=[CH:60][CH:59]=1)([C:52]1[CH:57]=[CH:56][CH:55]=[CH:54][CH:53]=1)[O:17][CH:18]1[CH:22]([CH2:23][O:24][C:25]([C:38]2[CH:43]=[CH:42][CH:41]=[CH:40][CH:39]=2)([C:32]2[CH:37]=[CH:36][CH:35]=[CH:34][CH:33]=2)[C:26]2[CH:31]=[CH:30][CH:29]=[CH:28][CH:27]=2)[C:21](OS(C(F)(F)F)(=O)=O)=[CH:20][CH2:19]1)([CH3:15])([CH3:14])[CH3:13].[Na]. (8) Given the product [C:34]([C:29]1[CH:30]=[CH:31][CH:32]=[CH:33][C:28]=1[C:25]1[CH:24]=[CH:23][C:22]([CH2:21][N:7]2[C:6]3[S:19][C:3]([CH2:1][CH3:2])=[CH:4][C:5]=3[C:10](=[O:11])[N:9]([CH:12]([CH3:17])[C:13]([O:15][CH3:16])=[O:14])[C:8]2=[O:18])=[CH:27][CH:26]=1)#[N:35], predict the reactants needed to synthesize it. The reactants are: [CH2:1]([C:3]1[S:19][C:6]2[NH:7][C:8](=[O:18])[N:9]([CH:12]([CH3:17])[C:13]([O:15][CH3:16])=[O:14])[C:10](=[O:11])[C:5]=2[CH:4]=1)[CH3:2].Br[CH2:21][C:22]1[CH:27]=[CH:26][C:25]([C:28]2[C:29]([C:34]#[N:35])=[CH:30][CH:31]=[CH:32][CH:33]=2)=[CH:24][CH:23]=1.C(=O)([O-])[O-].[K+].[K+]. (9) Given the product [Br:1][C:2]1[C:7]2[CH2:8][CH:9]([CH3:13])[S:10](=[O:12])(=[O:11])[C:6]=2[C:5]([C:14]2[N:27]([CH3:28])[C:18]3=[N:19][CH:20]=[C:21]([C:23]([F:26])([F:25])[F:24])[CH:22]=[C:17]3[N:16]=2)=[CH:4][CH:3]=1, predict the reactants needed to synthesize it. The reactants are: [Br:1][C:2]1[C:7]2[CH2:8][CH:9]([CH3:13])[S:10](=[O:12])(=[O:11])[C:6]=2[C:5]([C:14]([NH:16][C:17]2[C:18]([NH:27][CH3:28])=[N:19][CH:20]=[C:21]([C:23]([F:26])([F:25])[F:24])[CH:22]=2)=O)=[CH:4][CH:3]=1.C1(C)C=CC(S(O)(=O)=O)=CC=1.O.